The task is: Predict the reactants needed to synthesize the given product.. This data is from Full USPTO retrosynthesis dataset with 1.9M reactions from patents (1976-2016). (1) Given the product [F:30][C:24]1[CH:25]=[CH:26][CH:27]=[C:28]([F:29])[C:23]=1[NH:22][C:20](=[O:21])[C:19]1[CH:31]=[CH:32][CH:33]=[C:17]([C:9]2[N:10]=[C:11]3[CH:16]=[CH:15][CH:14]=[CH:13][N:12]3[C:8]=2[C:6]2[CH:5]=[CH:4][N:3]=[C:2]([NH:38][C:37]3[CH:39]=[CH:40][C:41]([CH2:43][CH2:44][CH2:45][N:46]4[CH2:47][CH2:48][N:49]([CH3:52])[CH2:50][CH2:51]4)=[CH:42][C:36]=3[O:35][CH3:34])[N:7]=2)[CH:18]=1, predict the reactants needed to synthesize it. The reactants are: Cl[C:2]1[N:7]=[C:6]([C:8]2[N:12]3[CH:13]=[CH:14][CH:15]=[CH:16][C:11]3=[N:10][C:9]=2[C:17]2[CH:18]=[C:19]([CH:31]=[CH:32][CH:33]=2)[C:20]([NH:22][C:23]2[C:28]([F:29])=[CH:27][CH:26]=[CH:25][C:24]=2[F:30])=[O:21])[CH:5]=[CH:4][N:3]=1.[CH3:34][O:35][C:36]1[CH:42]=[C:41]([CH2:43][CH2:44][CH2:45][N:46]2[CH2:51][CH2:50][N:49]([CH3:52])[CH2:48][CH2:47]2)[CH:40]=[CH:39][C:37]=1[NH2:38].C1(C)C=CC(S(O)(=O)=O)=CC=1.C[O-].[Na+]. (2) Given the product [CH2:7]([O:9][C:10](=[O:31])[CH2:11][CH2:12][CH2:13][CH2:14][CH2:15][CH2:16][N:17]([C:24]1[CH:29]=[C:28]([O:30][CH2:33][CH2:34][CH3:35])[CH:27]=[CH:26][N:25]=1)[C:18]1[CH:23]=[CH:22][CH:21]=[CH:20][N:19]=1)[CH3:8], predict the reactants needed to synthesize it. The reactants are: C([O-])([O-])=O.[K+].[K+].[CH2:7]([O:9][C:10](=[O:31])[CH2:11][CH2:12][CH2:13][CH2:14][CH2:15][CH2:16][N:17]([C:24]1[CH:29]=[C:28]([OH:30])[CH:27]=[CH:26][N:25]=1)[C:18]1[CH:23]=[CH:22][CH:21]=[CH:20][N:19]=1)[CH3:8].I[CH2:33][CH2:34][CH3:35].CCOC(C)=O.